Dataset: Reaction yield outcomes from USPTO patents with 853,638 reactions. Task: Predict the reaction yield, written as a fraction of the theoretical maximum amount of product (1.0 means a 100% yield; for example, 0.34 means a 34% yield). (1) The reactants are S(Cl)(Cl)=O.COC1C=CC=CC=1CCC(O)=O.C1(CCCC(Cl)=O)C=CC=CC=1.[CH3:30][O:31][C:32]1[CH:33]=[C:34]2[C:39](=[CH:40][C:41]=1[O:42][CH3:43])[N:38]=[CH:37][N:36]=[C:35]2[O:44][C:45]1[CH:51]=[CH:50][C:48]([NH2:49])=[CH:47][CH:46]=1.[CH3:52][O:53][C:54]1[CH:59]=[CH:58][CH:57]=[CH:56][C:55]=1[CH2:60][CH2:61][C:62]([N:64]=[C:65]=[S:66])=[O:63]. The catalyst is C1(C)C=CC=CC=1.C(O)C. The product is [CH3:30][O:31][C:32]1[CH:33]=[C:34]2[C:39](=[CH:40][C:41]=1[O:42][CH3:43])[N:38]=[CH:37][N:36]=[C:35]2[O:44][C:45]1[CH:51]=[CH:50][C:48]([NH:49][C:65]([NH:64][C:62](=[O:63])[CH2:61][CH2:60][C:55]2[CH:56]=[CH:57][CH:58]=[CH:59][C:54]=2[O:53][CH3:52])=[S:66])=[CH:47][CH:46]=1. The yield is 0.430. (2) The reactants are [N+:1]([C:4]1[C:13]2[C:12](=[O:14])O[C:10]([CH3:15])=[N:9][C:8]=2[CH:7]=[CH:6][CH:5]=1)([O-:3])=[O:2].Cl.[NH2:17][CH:18]1[CH2:23][CH2:22][C:21](=[O:24])[NH:20][C:19]1=[O:25].CO. The catalyst is N1C=CC=CC=1. The product is [CH3:15][C:10]1[N:17]([CH:18]2[CH2:23][CH2:22][C:21](=[O:24])[NH:20][C:19]2=[O:25])[C:12](=[O:14])[C:13]2[C:8](=[CH:7][CH:6]=[CH:5][C:4]=2[N+:1]([O-:3])=[O:2])[N:9]=1. The yield is 0.270. (3) The reactants are [CH3:1][O:2][C:3]1[CH:10]=[C:9]([O:11][CH3:12])[C:8]([C:13]2[CH:18]=[N:17][CH:16]=[CH:15][N:14]=2)=[CH:7][C:4]=1[CH:5]=O.[C:19]([C:22]1[CH:30]=[CH:29][C:25]([C:26]([OH:28])=[O:27])=[CH:24][CH:23]=1)(=[O:21])[CH3:20]. No catalyst specified. The product is [CH3:1][O:2][C:3]1[CH:10]=[C:9]([O:11][CH3:12])[C:8]([C:13]2[CH:18]=[N:17][CH:16]=[CH:15][N:14]=2)=[CH:7][C:4]=1/[CH:5]=[CH:20]/[C:19]([C:22]1[CH:30]=[CH:29][C:25]([C:26]([OH:28])=[O:27])=[CH:24][CH:23]=1)=[O:21]. The yield is 0.0400. (4) The reactants are [CH2:1]([O:8][CH2:9][CH2:10][O:11][CH2:12][CH2:13][O:14][CH2:15][CH2:16][O:17][CH2:18][CH2:19][O:20][CH2:21][CH2:22][O:23][CH2:24][CH2:25][OH:26])[C:2]1[CH:7]=[CH:6][CH:5]=[CH:4][CH:3]=1.[H-].[Na+].S(O[CH2:40][CH2:41][O:42][CH2:43][CH2:44][O:45][CH2:46][CH2:47][O:48][CH3:49])(C1C=CC(C)=CC=1)(=O)=O. The catalyst is C1COCC1. The product is [CH3:49][O:48][CH2:47][CH2:46][O:45][CH2:44][CH2:43][O:42][CH2:41][CH2:40][O:26][CH2:25][CH2:24][O:23][CH2:22][CH2:21][O:20][CH2:19][CH2:18][O:17][CH2:16][CH2:15][O:14][CH2:13][CH2:12][O:11][CH2:10][CH2:9][O:8][CH2:1][C:2]1[CH:3]=[CH:4][CH:5]=[CH:6][CH:7]=1. The yield is 0.880. (5) The reactants are C[O:2][C:3]1[CH:12]=[CH:11][C:10]2[C:5](=[CH:6][CH:7]=[C:8]([C:13]3[CH:18]=[CH:17][CH:16]=[C:15]([O:19]C)[CH:14]=3)[CH:9]=2)[C:4]=1[C:21]([N:23]1[CH2:28][CH2:27][N:26](C(OC(C)(C)C)=O)[CH2:25][CH2:24]1)=[O:22].B(Br)(Br)Br. No catalyst specified. The product is [OH:2][C:3]1[CH:12]=[CH:11][C:10]2[C:5](=[CH:6][CH:7]=[C:8]([C:13]3[CH:18]=[CH:17][CH:16]=[C:15]([OH:19])[CH:14]=3)[CH:9]=2)[C:4]=1[C:21]([N:23]1[CH2:28][CH2:27][NH:26][CH2:25][CH2:24]1)=[O:22]. The yield is 0.600. (6) The reactants are [CH3:1][O:2][C:3]1[CH:4]=[C:5]2[C:10](=[CH:11][C:12]=1[O:13][CH3:14])[N:9]=[CH:8][N:7]=[C:6]2[O:15][C:16]1[CH:22]=[CH:21][C:19]([NH2:20])=[CH:18][CH:17]=1.C(O)C.[CH3:26][C:27]1[CH:32]=[CH:31][CH:30]=[CH:29][C:28]=1[C:33]([N:35]=[C:36]=[S:37])=[O:34]. The catalyst is C1(C)C=CC=CC=1. The product is [CH3:1][O:2][C:3]1[CH:4]=[C:5]2[C:10](=[CH:11][C:12]=1[O:13][CH3:14])[N:9]=[CH:8][N:7]=[C:6]2[O:15][C:16]1[CH:22]=[CH:21][C:19]([NH:20][C:36]([NH:35][C:33](=[O:34])[C:28]2[CH:29]=[CH:30][CH:31]=[CH:32][C:27]=2[CH3:26])=[S:37])=[CH:18][CH:17]=1. The yield is 0.900.